Dataset: Full USPTO retrosynthesis dataset with 1.9M reactions from patents (1976-2016). Task: Predict the reactants needed to synthesize the given product. Given the product [CH2:26]([N:22]1[C:21](=[O:33])[C:20]([NH2:34])=[C:19]([NH2:18])[NH:24][C:23]1=[O:25])[C:27]1[CH:28]=[CH:29][CH:30]=[CH:31][CH:32]=1, predict the reactants needed to synthesize it. The reactants are: C(N1C(=O)C(N)=C(N)N(CCCC)C1=O)C=C.[NH2:18][C:19]1[NH:24][C:23](=[O:25])[N:22]([CH2:26][C:27]2[CH:32]=[CH:31][CH:30]=[CH:29][CH:28]=2)[C:21](=[O:33])[C:20]=1[N:34]=O.C(N1C(=O)C(N=O)=C(N)N(CCCC)C1=O)C=C.